From a dataset of Reaction yield outcomes from USPTO patents with 853,638 reactions. Predict the reaction yield, written as a fraction of the theoretical maximum amount of product (1.0 means a 100% yield; for example, 0.34 means a 34% yield). (1) The catalyst is C1C=CC(/C=C/C(/C=C/C2C=CC=CC=2)=O)=CC=1.C1C=CC(/C=C/C(/C=C/C2C=CC=CC=2)=O)=CC=1.C1C=CC(/C=C/C(/C=C/C2C=CC=CC=2)=O)=CC=1.[Pd].[Pd].O1CCOCC1. The product is [Cl:31][C:29]1[CH:30]=[C:25]([NH:7][C:8]2[CH:9]=[CH:10][C:11]([C:14]([N:16]3[C@@H:21]([CH3:22])[CH2:20][O:19][CH2:18][C@@H:17]3[CH3:23])=[O:15])=[CH:12][N:13]=2)[C:26](=[O:33])[N:27]([CH3:32])[N:28]=1. The yield is 0.310. The reactants are C(=O)([O-])[O-].[Cs+].[Cs+].[NH2:7][C:8]1[N:13]=[CH:12][C:11]([C:14]([N:16]2[C@@H:21]([CH3:22])[CH2:20][O:19][CH2:18][C@@H:17]2[CH3:23])=[O:15])=[CH:10][CH:9]=1.Br[C:25]1[C:26](=[O:33])[N:27]([CH3:32])[N:28]=[C:29]([Cl:31])[CH:30]=1.CC1(C)C2C(=C(P(C3C=CC=CC=3)C3C=CC=CC=3)C=CC=2)OC2C(P(C3C=CC=CC=3)C3C=CC=CC=3)=CC=CC1=2. (2) The yield is 0.460. The catalyst is Cl.C(OCC)(=O)C. The product is [F:17][C:11]1([F:18])[C@H:10]([OH:19])[C@H:9]([CH3:20])[NH:8][C:12]1=[O:13]. The reactants are C(OC([NH:8][C@@H:9]([CH3:20])[C@@H:10]([OH:19])[C:11]([F:18])([F:17])[C:12](OCC)=[O:13])=O)(C)(C)C.